This data is from Reaction yield outcomes from USPTO patents with 853,638 reactions. The task is: Predict the reaction yield, written as a fraction of the theoretical maximum amount of product (1.0 means a 100% yield; for example, 0.34 means a 34% yield). (1) The reactants are C(S([C:6]1[N:15]=[CH:14][C:13]2[C:8](=[CH:9][C:10]([O:16][CH:17]3[CH2:22][CH2:21][N:20]([C:23]([O:25][C:26]([CH3:29])([CH3:28])[CH3:27])=[O:24])[CH2:19][CH2:18]3)=[CH:11][CH:12]=2)[N:7]=1)(=O)=O)C.[NH2:30][C:31]1[CH:40]=[CH:39][C:34]2[NH:35][C:36](=[O:38])[NH:37][C:33]=2[CH:32]=1. The catalyst is C(#N)C. The product is [O:38]=[C:36]1[NH:35][C:34]2[CH:39]=[CH:40][C:31]([NH:30][C:6]3[N:15]=[CH:14][C:13]4[C:8](=[CH:9][C:10]([O:16][CH:17]5[CH2:22][CH2:21][N:20]([C:23]([O:25][C:26]([CH3:27])([CH3:28])[CH3:29])=[O:24])[CH2:19][CH2:18]5)=[CH:11][CH:12]=4)[N:7]=3)=[CH:32][C:33]=2[NH:37]1. The yield is 0.500. (2) The yield is 0.840. The product is [CH2:5]([N:7]([CH2:2][CH2:3][OH:4])[CH:8]1[CH2:13][CH2:12][N:11]([C:14]([O:16][C:17]([CH3:19])([CH3:18])[CH3:20])=[O:15])[CH2:10][CH2:9]1)[CH3:6]. The reactants are Br[CH2:2][CH2:3][OH:4].[CH2:5]([NH:7][CH:8]1[CH2:13][CH2:12][N:11]([C:14]([O:16][C:17]([CH3:20])([CH3:19])[CH3:18])=[O:15])[CH2:10][CH2:9]1)[CH3:6].C([O-])([O-])=O.[Na+].[Na+]. The catalyst is C(#N)C. (3) The reactants are Cl[C:2]1[C:11]([N:12]([CH:14]([CH3:16])[CH3:15])[CH3:13])=[N:10][C:9]2[C:4](=[CH:5][CH:6]=[C:7]([C:17]([O:19][CH3:20])=[O:18])[CH:8]=2)[N:3]=1.[CH3:21][N:22]1[C:30]2[C:25](=[CH:26][CH:27]=[C:28](B(O)O)[CH:29]=2)[CH:24]=[N:23]1.[O-]P([O-])([O-])=O.[K+].[K+].[K+]. The catalyst is O1CCOCC1.ClCCl.C1C=CC([P]([Pd]([P](C2C=CC=CC=2)(C2C=CC=CC=2)C2C=CC=CC=2)([P](C2C=CC=CC=2)(C2C=CC=CC=2)C2C=CC=CC=2)[P](C2C=CC=CC=2)(C2C=CC=CC=2)C2C=CC=CC=2)(C2C=CC=CC=2)C2C=CC=CC=2)=CC=1. The product is [CH:14]([N:12]([CH3:13])[C:11]1[C:2]([C:28]2[CH:29]=[C:30]3[C:25]([CH:24]=[N:23][N:22]3[CH3:21])=[CH:26][CH:27]=2)=[N:3][C:4]2[C:9]([N:10]=1)=[CH:8][C:7]([C:17]([O:19][CH3:20])=[O:18])=[CH:6][CH:5]=2)([CH3:16])[CH3:15]. The yield is 0.290. (4) The reactants are [OH-].[Na+].[CH3:3][C:4]1[CH:9]=[CH:8][N:7]=[C:6]([CH2:10][O:11]C(=O)C)[CH:5]=1. The catalyst is CO. The product is [CH3:3][C:4]1[CH:9]=[CH:8][N:7]=[C:6]([CH2:10][OH:11])[CH:5]=1. The yield is 0.710. (5) The reactants are [ClH:1].O1CCOCC1.[N:8]1([C:14]([C:16]2[N:17]=[C:18]([N:21]3[CH2:26][CH2:25][N:24](C(OC(C)(C)C)=O)[CH2:23][CH:22]3[CH2:34][O:35][C:36]3[CH:37]=[N:38][CH:39]=[CH:40][CH:41]=3)[S:19][CH:20]=2)=[O:15])[CH2:13][CH2:12][O:11][CH2:10][CH2:9]1. The catalyst is CO. The product is [ClH:1].[ClH:1].[O:11]1[CH2:12][CH2:13][N:8]([C:14]([C:16]2[N:17]=[C:18]([N:21]3[CH2:26][CH2:25][NH:24][CH2:23][CH:22]3[CH2:34][O:35][C:36]3[CH:37]=[N:38][CH:39]=[CH:40][CH:41]=3)[S:19][CH:20]=2)=[O:15])[CH2:9][CH2:10]1. The yield is 0.990.